From a dataset of Full USPTO retrosynthesis dataset with 1.9M reactions from patents (1976-2016). Predict the reactants needed to synthesize the given product. Given the product [OH:19][C@H:5]1[CH2:7][CH2:6][N:3]([C:1]2[S:10][CH:11]=[CH:12][N:13]=2)[CH2:4]1, predict the reactants needed to synthesize it. The reactants are: [CH2:1]([N:3]([CH2:6][CH3:7])[CH2:4][CH3:5])C.BrC1[S:10][CH:11]=[CH:12][N:13]=1.[I-].[Na+].CN(C)C=[O:19].